Dataset: NCI-60 drug combinations with 297,098 pairs across 59 cell lines. Task: Regression. Given two drug SMILES strings and cell line genomic features, predict the synergy score measuring deviation from expected non-interaction effect. (1) Drug 1: C1=CN(C(=O)N=C1N)C2C(C(C(O2)CO)O)O.Cl. Drug 2: C1=CC=C(C(=C1)C(C2=CC=C(C=C2)Cl)C(Cl)Cl)Cl. Cell line: SK-MEL-28. Synergy scores: CSS=36.3, Synergy_ZIP=-1.90, Synergy_Bliss=2.08, Synergy_Loewe=-42.7, Synergy_HSA=-0.581. (2) Cell line: MCF7. Drug 2: CC1=C(C=C(C=C1)NC(=O)C2=CC=C(C=C2)CN3CCN(CC3)C)NC4=NC=CC(=N4)C5=CN=CC=C5. Synergy scores: CSS=5.36, Synergy_ZIP=1.20, Synergy_Bliss=7.17, Synergy_Loewe=2.02, Synergy_HSA=3.60. Drug 1: C1CCC(C1)C(CC#N)N2C=C(C=N2)C3=C4C=CNC4=NC=N3. (3) Drug 1: C1CN1P(=S)(N2CC2)N3CC3. Drug 2: C1=CN(C=N1)CC(O)(P(=O)(O)O)P(=O)(O)O. Cell line: SK-MEL-5. Synergy scores: CSS=-0.357, Synergy_ZIP=-2.63, Synergy_Bliss=0.903, Synergy_Loewe=-5.95, Synergy_HSA=-3.69. (4) Drug 1: CCC(=C(C1=CC=CC=C1)C2=CC=C(C=C2)OCCN(C)C)C3=CC=CC=C3.C(C(=O)O)C(CC(=O)O)(C(=O)O)O. Drug 2: C1=CC=C(C=C1)NC(=O)CCCCCCC(=O)NO. Cell line: NCI/ADR-RES. Synergy scores: CSS=56.6, Synergy_ZIP=-1.58, Synergy_Bliss=-4.66, Synergy_Loewe=-40.7, Synergy_HSA=-3.16. (5) Synergy scores: CSS=24.9, Synergy_ZIP=-0.669, Synergy_Bliss=-1.46, Synergy_Loewe=-25.9, Synergy_HSA=-2.53. Drug 1: C1=CC(=CC=C1C#N)C(C2=CC=C(C=C2)C#N)N3C=NC=N3. Drug 2: C1=CC=C(C=C1)NC(=O)CCCCCCC(=O)NO. Cell line: SR. (6) Drug 1: CCN(CC)CCCC(C)NC1=C2C=C(C=CC2=NC3=C1C=CC(=C3)Cl)OC. Synergy scores: CSS=56.0, Synergy_ZIP=2.20, Synergy_Bliss=1.89, Synergy_Loewe=0.795, Synergy_HSA=4.33. Cell line: MALME-3M. Drug 2: N.N.Cl[Pt+2]Cl. (7) Drug 1: CC12CCC(CC1=CCC3C2CCC4(C3CC=C4C5=CN=CC=C5)C)O. Drug 2: CCCCC(=O)OCC(=O)C1(CC(C2=C(C1)C(=C3C(=C2O)C(=O)C4=C(C3=O)C=CC=C4OC)O)OC5CC(C(C(O5)C)O)NC(=O)C(F)(F)F)O. Cell line: A549. Synergy scores: CSS=6.05, Synergy_ZIP=-2.27, Synergy_Bliss=0.411, Synergy_Loewe=0.404, Synergy_HSA=0.118. (8) Drug 1: CC12CCC(CC1=CCC3C2CCC4(C3CC=C4C5=CN=CC=C5)C)O. Drug 2: C1=NC2=C(N1)C(=S)N=CN2. Cell line: SF-539. Synergy scores: CSS=15.4, Synergy_ZIP=-14.3, Synergy_Bliss=-15.2, Synergy_Loewe=-31.9, Synergy_HSA=-13.3. (9) Cell line: HL-60(TB). Drug 2: CN1C(=O)N2C=NC(=C2N=N1)C(=O)N. Synergy scores: CSS=-8.82, Synergy_ZIP=7.73, Synergy_Bliss=7.62, Synergy_Loewe=-4.10, Synergy_HSA=-4.36. Drug 1: C1CCN(CC1)CCOC2=CC=C(C=C2)C(=O)C3=C(SC4=C3C=CC(=C4)O)C5=CC=C(C=C5)O.